Predict the product of the given reaction. From a dataset of Forward reaction prediction with 1.9M reactions from USPTO patents (1976-2016). Given the reactants [C:1]([C:5]1[C:19]([OH:20])=[C:18]([CH2:21][CH:22]=[CH2:23])[C:8]2[CH2:9][C:10]3([O:17][C:7]=2[CH:6]=1)[CH2:16][CH2:15][CH2:14][CH2:13][CH2:12][CH2:11]3)([CH3:4])([CH3:3])[CH3:2], predict the reaction product. The product is: [C:1]([C:5]1[C:19]([OH:20])=[C:18]([CH2:21][CH2:22][CH3:23])[C:8]2[CH2:9][C:10]3([O:17][C:7]=2[CH:6]=1)[CH2:16][CH2:15][CH2:14][CH2:13][CH2:12][CH2:11]3)([CH3:4])([CH3:3])[CH3:2].